From a dataset of Full USPTO retrosynthesis dataset with 1.9M reactions from patents (1976-2016). Predict the reactants needed to synthesize the given product. Given the product [Cl:13][C:14]1[CH:15]=[C:16]([CH:17]=[CH:18][C:19]=1[Cl:20])[O:21][C:2]1[N:3]=[C:4]([OH:12])[C:5]2[CH:11]=[CH:10][N:9]=[CH:8][C:6]=2[N:7]=1, predict the reactants needed to synthesize it. The reactants are: Cl[C:2]1[N:3]=[C:4]([OH:12])[C:5]2[CH:11]=[CH:10][N:9]=[CH:8][C:6]=2[N:7]=1.[Cl:13][C:14]1[CH:15]=[C:16]([OH:21])[CH:17]=[CH:18][C:19]=1[Cl:20].